This data is from Catalyst prediction with 721,799 reactions and 888 catalyst types from USPTO. The task is: Predict which catalyst facilitates the given reaction. Reactant: [C:1]([NH:5][C:6]1[N:11]=[C:10](S(C)=O)[C:9]([C:15]([NH2:17])=[O:16])=[CH:8][N:7]=1)([CH3:4])([CH3:3])[CH3:2].Cl.[NH2:19][C@H:20]1[CH2:25][C@@H:24]([OH:26])[C@H:23]([CH3:27])[CH2:22][CH2:21]1.C(N(C(C)C)C(C)C)C. Product: [C:1]([NH:5][C:6]1[N:11]=[C:10]([NH:19][C@@H:20]2[CH2:21][CH2:22][C@@H:23]([CH3:27])[C@H:24]([OH:26])[CH2:25]2)[C:9]([C:15]([NH2:17])=[O:16])=[CH:8][N:7]=1)([CH3:4])([CH3:3])[CH3:2]. The catalyst class is: 3.